From a dataset of Forward reaction prediction with 1.9M reactions from USPTO patents (1976-2016). Predict the product of the given reaction. (1) Given the reactants [Zn](CC)[CH2:2][CH3:3].[CH3:6][C:7](=[CH:10][CH2:11][CH3:12])[CH:8]=[O:9], predict the reaction product. The product is: [CH3:6][C:7](=[CH:10][CH2:11][CH3:12])[C@@H:8]([OH:9])[CH2:2][CH3:3]. (2) Given the reactants Cl[C:2]1[CH:7]=[CH:6][C:5]([C:8]2[CH:13]=[CH:12][CH:11]=[CH:10][C:9]=2[N+:14]([O-:16])=[O:15])=[CH:4][CH:3]=1.[C:17]1([NH:23][C:24]2[CH:29]=[CH:28][CH:27]=[CH:26][CH:25]=2)[CH:22]=[CH:21][CH:20]=[CH:19][CH:18]=1.C(O[Na])(C)(C)C, predict the reaction product. The product is: [C:24]1([N:23]([C:17]2[CH:18]=[CH:19][CH:20]=[CH:21][CH:22]=2)[C:2]2[CH:7]=[CH:6][C:5]([C:8]3[CH:13]=[CH:12][CH:11]=[CH:10][C:9]=3[N+:14]([O-:16])=[O:15])=[CH:4][CH:3]=2)[CH:25]=[CH:26][CH:27]=[CH:28][CH:29]=1. (3) Given the reactants [CH3:1][C:2]([C:4]1[CH:9]=[CH:8][CH:7]=[C:6]([O:10][CH3:11])[CH:5]=1)=O.[CH3:12][NH:13][CH3:14].[BH4-].[Na+], predict the reaction product. The product is: [CH3:11][O:10][C:6]1[CH:5]=[C:4]([CH:2]([N:13]([CH3:14])[CH3:12])[CH3:1])[CH:9]=[CH:8][CH:7]=1.